This data is from Reaction yield outcomes from USPTO patents with 853,638 reactions. The task is: Predict the reaction yield, written as a fraction of the theoretical maximum amount of product (1.0 means a 100% yield; for example, 0.34 means a 34% yield). (1) The reactants are [CH3:1][O:2][C:3]1[CH:8]=[CH:7][C:6]([C:9]#[C:10][C:11]2[CH:12]=[N:13][CH:14]=[CH:15][C:16]=2[CH:17]=[N:18][OH:19])=[CH:5][CH:4]=1.C(=O)([O-])[O-].[K+].[K+].O. The catalyst is C(O)C. The product is [CH3:1][O:2][C:3]1[CH:8]=[CH:7][C:6]([C:9]2[N+:18]([O-:19])=[CH:17][C:16]3[C:11]([CH:10]=2)=[CH:12][N:13]=[CH:14][CH:15]=3)=[CH:5][CH:4]=1. The yield is 0.750. (2) The reactants are [O:1]=[S:2]([Cl:4])Cl.N[C:6]1[CH:7]=[CH:8][C:9]([C:12]#[N:13])=[N:10][CH:11]=1.N([O-])=[O:15].[Na+]. The catalyst is Cl.O.Cl[Cu].O=S(Cl)Cl.O.Cl[Cu]. The product is [C:12]([C:9]1[N:10]=[CH:11][C:6]([S:2]([Cl:4])(=[O:1])=[O:15])=[CH:7][CH:8]=1)#[N:13]. The yield is 0.940. (3) The reactants are [F:1][C:2]1[CH:7]=[CH:6][C:5]([S:8][CH2:9][CH2:10][CH2:11][C:12]([OH:14])=O)=[CH:4][CH:3]=1.[CH3:15][O:16][C:17]1[CH:25]=[CH:24][C:23]([CH3:26])=[CH:22][C:18]=1[CH2:19][NH:20][CH3:21]. No catalyst specified. The product is [F:1][C:2]1[CH:3]=[CH:4][C:5]([S:8][CH2:9][CH2:10][CH2:11][C:12]([N:20]([CH2:19][C:18]2[CH:22]=[C:23]([CH3:26])[CH:24]=[CH:25][C:17]=2[O:16][CH3:15])[CH3:21])=[O:14])=[CH:6][CH:7]=1. The yield is 0.680. (4) The reactants are Cl.[Cl:2][C:3]1[C:11]2[C:6](=[CH:7][C:8]([C:12]([NH:14][C@H:15]([C:26]3[CH:31]=[CH:30][CH:29]=[CH:28][CH:27]=3)[CH2:16][O:17][CH2:18][CH2:19][CH:20]3[CH2:25][CH2:24][NH:23][CH2:22][CH2:21]3)=[O:13])=[CH:9][CH:10]=2)[NH:5][CH:4]=1.[CH2:32]=O. No catalyst specified. The product is [ClH:2].[Cl:2][C:3]1[C:11]2[C:6](=[CH:7][C:8]([C:12]([NH:14][C@H:15]([C:26]3[CH:31]=[CH:30][CH:29]=[CH:28][CH:27]=3)[CH2:16][O:17][CH2:18][CH2:19][CH:20]3[CH2:21][CH2:22][N:23]([CH3:32])[CH2:24][CH2:25]3)=[O:13])=[CH:9][CH:10]=2)[NH:5][CH:4]=1. The yield is 0.750. (5) The reactants are [F:1][C:2]1[CH:41]=[CH:40][C:5]([C:6]([NH:8][C@:9]([C:31]2[CH:39]=[CH:38][C:34]([C:35](F)=[O:36])=[CH:33][CH:32]=2)([C:17]2[CH:22]=[C:21]([O:23][C:24]([F:29])([F:28])[CH:25]([F:27])[F:26])[CH:20]=[C:19]([F:30])[CH:18]=2)[CH2:10][C:11]2[CH:16]=[CH:15][CH:14]=[CH:13][CH:12]=2)=[O:7])=[CH:4][C:3]=1[C:42]([F:45])([F:44])[F:43].[NH3:46]. The catalyst is C(#N)C. The product is [C:35]([C:34]1[CH:33]=[CH:32][C:31]([C@@:9]([NH:8][C:6](=[O:7])[C:5]2[CH:40]=[CH:41][C:2]([F:1])=[C:3]([C:42]([F:43])([F:45])[F:44])[CH:4]=2)([C:17]2[CH:22]=[C:21]([O:23][C:24]([F:29])([F:28])[CH:25]([F:26])[F:27])[CH:20]=[C:19]([F:30])[CH:18]=2)[CH2:10][C:11]2[CH:16]=[CH:15][CH:14]=[CH:13][CH:12]=2)=[CH:39][CH:38]=1)(=[O:36])[NH2:46]. The yield is 0.650.